From a dataset of Reaction yield outcomes from USPTO patents with 853,638 reactions. Predict the reaction yield, written as a fraction of the theoretical maximum amount of product (1.0 means a 100% yield; for example, 0.34 means a 34% yield). (1) The reactants are B(Br)(Br)Br.C[O:6][C:7]1[CH:8]=[CH:9][CH:10]=[C:11]2[C:16]=1[N:15]([CH2:17][C:18]1[CH:23]=[CH:22][CH:21]=[C:20]([C:24]([N:26]3[CH2:31][CH2:30][N:29]([C:32]4[N:37]=[CH:36][CH:35]=[CH:34][N:33]=4)[CH2:28][CH2:27]3)=[O:25])[CH:19]=1)[C:14](=[O:38])[NH:13][C:12]2=[O:39].CO.[NH4+].[Cl-]. The catalyst is C(Cl)Cl. The product is [OH:6][C:7]1[CH:8]=[CH:9][CH:10]=[C:11]2[C:16]=1[N:15]([CH2:17][C:18]1[CH:23]=[CH:22][CH:21]=[C:20]([C:24]([N:26]3[CH2:27][CH2:28][N:29]([C:32]4[N:33]=[CH:34][CH:35]=[CH:36][N:37]=4)[CH2:30][CH2:31]3)=[O:25])[CH:19]=1)[C:14](=[O:38])[NH:13][C:12]2=[O:39]. The yield is 0.131. (2) The reactants are [CH3:1][N:2]([CH3:21])[CH:3]1[CH2:8][CH2:7][C:6]([C:9]2[C:17]3[C:12](=[CH:13][CH:14]=[C:15]([N+:18]([O-])=O)[CH:16]=3)[NH:11][CH:10]=2)=[CH:5][CH2:4]1.I.[S:23]1[CH:27]=[CH:26][CH:25]=[C:24]1[C:28](SC)=[NH:29]. The catalyst is CCO.[Pd]. The product is [CH3:1][N:2]([CH3:21])[CH:3]1[CH2:8][CH2:7][CH:6]([C:9]2[C:17]3[C:12](=[CH:13][CH:14]=[C:15]([NH:18][C:28]([C:24]4[S:23][CH:27]=[CH:26][CH:25]=4)=[NH:29])[CH:16]=3)[NH:11][CH:10]=2)[CH2:5][CH2:4]1. The yield is 0.720.